From a dataset of NCI-60 drug combinations with 297,098 pairs across 59 cell lines. Regression. Given two drug SMILES strings and cell line genomic features, predict the synergy score measuring deviation from expected non-interaction effect. (1) Drug 1: CC1=C2C(C(=O)C3(C(CC4C(C3C(C(C2(C)C)(CC1OC(=O)C(C(C5=CC=CC=C5)NC(=O)C6=CC=CC=C6)O)O)OC(=O)C7=CC=CC=C7)(CO4)OC(=O)C)O)C)OC(=O)C. Drug 2: CS(=O)(=O)CCNCC1=CC=C(O1)C2=CC3=C(C=C2)N=CN=C3NC4=CC(=C(C=C4)OCC5=CC(=CC=C5)F)Cl. Cell line: U251. Synergy scores: CSS=27.0, Synergy_ZIP=8.78, Synergy_Bliss=9.59, Synergy_Loewe=-12.0, Synergy_HSA=10.6. (2) Drug 1: CC1=C(C(CCC1)(C)C)C=CC(=CC=CC(=CC(=O)O)C)C. Drug 2: CC1CCCC2(C(O2)CC(NC(=O)CC(C(C(=O)C(C1O)C)(C)C)O)C(=CC3=CSC(=N3)C)C)C. Cell line: KM12. Synergy scores: CSS=54.6, Synergy_ZIP=6.76, Synergy_Bliss=5.45, Synergy_Loewe=-27.3, Synergy_HSA=3.64. (3) Drug 1: C1CCN(CC1)CCOC2=CC=C(C=C2)C(=O)C3=C(SC4=C3C=CC(=C4)O)C5=CC=C(C=C5)O. Drug 2: CS(=O)(=O)CCNCC1=CC=C(O1)C2=CC3=C(C=C2)N=CN=C3NC4=CC(=C(C=C4)OCC5=CC(=CC=C5)F)Cl. Cell line: SK-MEL-2. Synergy scores: CSS=-5.44, Synergy_ZIP=4.92, Synergy_Bliss=5.16, Synergy_Loewe=-2.33, Synergy_HSA=-2.03. (4) Drug 1: C1=CC(=CC=C1C#N)C(C2=CC=C(C=C2)C#N)N3C=NC=N3. Drug 2: C(CCl)NC(=O)N(CCCl)N=O. Cell line: SF-539. Synergy scores: CSS=4.06, Synergy_ZIP=-2.96, Synergy_Bliss=0.0971, Synergy_Loewe=1.86, Synergy_HSA=-0.307. (5) Drug 1: C1CCC(C1)C(CC#N)N2C=C(C=N2)C3=C4C=CNC4=NC=N3. Drug 2: C1=NC2=C(N=C(N=C2N1C3C(C(C(O3)CO)O)O)F)N. Cell line: HL-60(TB). Synergy scores: CSS=-0.992, Synergy_ZIP=-11.2, Synergy_Bliss=-17.7, Synergy_Loewe=-50.5, Synergy_HSA=-26.1. (6) Drug 1: C1CN1P(=S)(N2CC2)N3CC3. Synergy scores: CSS=22.5, Synergy_ZIP=-6.26, Synergy_Bliss=-4.10, Synergy_Loewe=-32.5, Synergy_HSA=-1.08. Drug 2: C1=NC2=C(N=C(N=C2N1C3C(C(C(O3)CO)O)F)Cl)N. Cell line: HCT116.